From a dataset of Catalyst prediction with 721,799 reactions and 888 catalyst types from USPTO. Predict which catalyst facilitates the given reaction. (1) Reactant: [CH3:1][S:2](Cl)(=[O:4])=[O:3].[Cl:6][C:7]1[CH:12]=[CH:11][C:10]([CH:13]2[CH:18]([OH:19])[CH2:17][CH2:16][O:15][CH2:14]2)=[CH:9][CH:8]=1. Product: [CH3:1][S:2]([O:19][CH:18]1[CH2:17][CH2:16][O:15][CH2:14][CH:13]1[C:10]1[CH:11]=[CH:12][C:7]([Cl:6])=[CH:8][CH:9]=1)(=[O:4])=[O:3]. The catalyst class is: 2. (2) Reactant: [C:1]1([CH2:7][CH2:8][C:9]([OH:11])=[O:10])[CH2:6][CH2:5][CH2:4][CH2:3][CH:2]=1.CO.OS(O)(=O)=O.[C:19]([O-])([O-])=O.[Na+].[Na+]. Product: [C:1]1([CH2:7][CH2:8][C:9]([O:11][CH3:19])=[O:10])[CH2:6][CH2:5][CH2:4][CH2:3][CH:2]=1. The catalyst class is: 11. (3) Reactant: [NH2:1][C:2]1[N:7]=[N:6][C:5]([CH2:8][CH2:9][CH2:10][CH2:11][N:12]2[CH:16]=[C:15]([C:17]([O:19]C(C)(C)C)=[O:18])[N:14]=[N:13]2)=[CH:4][C:3]=1[C:24]#[C:25][C:26]1[CH:31]=[CH:30][CH:29]=[CH:28][C:27]=1[F:32].CC([O-])(C)C.[K+].Cl. Product: [F:32][C:27]1[CH:28]=[CH:29][CH:30]=[CH:31][C:26]=1[C:25]1[NH:1][C:2]2[N:7]=[N:6][C:5]([CH2:8][CH2:9][CH2:10][CH2:11][N:12]3[CH:16]=[C:15]([C:17]([OH:19])=[O:18])[N:14]=[N:13]3)=[CH:4][C:3]=2[CH:24]=1. The catalyst class is: 3. (4) Reactant: [O:1]1[CH2:6][CH2:5][CH2:4][C:3](=O)[CH2:2]1.[NH2:8][CH:9]([C:13]1[CH:18]=[CH:17][C:16]([Br:19])=[CH:15][CH:14]=1)[C:10]([NH2:12])=[O:11]. Product: [Br:19][C:16]1[CH:15]=[CH:14][C:13]([CH:9]2[NH:8][C:3]3([CH2:4][CH2:5][CH2:6][O:1][CH2:2]3)[NH:12][C:10]2=[O:11])=[CH:18][CH:17]=1. The catalyst class is: 5. (5) Reactant: [F:1][S:2]([F:15])([F:14])([F:13])([F:12])[C:3]1[CH:8]=[CH:7][C:6]([C:9](=[O:11])[CH3:10])=[CH:5][CH:4]=1.[Br-:16].[Br-].[Br-].C[N+](C)(C)C1C=CC=CC=1.C[N+](C1C=CC=CC=1)(C)C.C[N+](C1C=CC=CC=1)(C)C. Product: [Br:16][CH2:10][C:9]([C:6]1[CH:5]=[CH:4][C:3]([S:2]([F:12])([F:13])([F:14])([F:15])[F:1])=[CH:8][CH:7]=1)=[O:11]. The catalyst class is: 1. (6) Reactant: CS(Cl)(=O)=O.[CH2:6]([O:13][CH2:14][C@H:15]1[CH2:17][C@@H:16]1[CH2:18]O)[C:7]1[CH:12]=[CH:11][CH:10]=[CH:9][CH:8]=1.O.[C-:21]#[N:22].[K+]. Product: [CH2:6]([O:13][CH2:14][C@H:15]1[CH2:17][C@@H:16]1[CH2:18][C:21]#[N:22])[C:7]1[CH:12]=[CH:11][CH:10]=[CH:9][CH:8]=1. The catalyst class is: 1. (7) Reactant: [CH3:1][CH:2]([S:4]([NH:7][CH2:8][CH2:9][C:10]1[CH:15]=[CH:14][C:13]([N:16]([CH2:24][CH2:25][NH:26][S:27]([CH:30]([CH3:32])[CH3:31])(=[O:29])=[O:28])CC2C=CC=CC=2)=[CH:12][CH:11]=1)(=[O:6])=[O:5])[CH3:3].C([O-])=O.[NH4+]. Product: [CH3:3][CH:2]([S:4]([NH:7][CH2:8][CH2:9][C:10]1[CH:15]=[CH:14][C:13]([NH:16][CH2:24][CH2:25][NH:26][S:27]([CH:30]([CH3:32])[CH3:31])(=[O:28])=[O:29])=[CH:12][CH:11]=1)(=[O:6])=[O:5])[CH3:1]. The catalyst class is: 123. (8) Reactant: [Cl:1][C:2]1[C:6]([Cl:7])=[C:5]([CH3:8])[NH:4][C:3]=1[C:9]([NH:11][CH:12]1[CH2:17][CH2:16][N:15]([C:18]2[CH:19]=[C:20]([CH:26]=[C:27]([S:29]([CH3:31])=[O:30])[N:28]=2)[C:21]([NH:23][O:24][CH3:25])=[O:22])[CH2:14][CH2:13]1)=[O:10].C1C=C(Cl)C=C(C(OO)=[O:40])C=1. Product: [Cl:1][C:2]1[C:6]([Cl:7])=[C:5]([CH3:8])[NH:4][C:3]=1[C:9]([NH:11][CH:12]1[CH2:13][CH2:14][N:15]([C:18]2[CH:19]=[C:20]([CH:26]=[C:27]([S:29]([CH3:31])(=[O:40])=[O:30])[N:28]=2)[C:21]([NH:23][O:24][CH3:25])=[O:22])[CH2:16][CH2:17]1)=[O:10]. The catalyst class is: 2.